Predict the reactants needed to synthesize the given product. From a dataset of Full USPTO retrosynthesis dataset with 1.9M reactions from patents (1976-2016). (1) Given the product [CH3:1][O:2][C:3]([C:5]1[CH:14]=[CH:13][C:12]2[C:7](=[CH:8][CH:9]=[C:10]([O:15][CH2:23][C:24]([O:26][CH3:27])=[O:25])[CH:11]=2)[CH:6]=1)=[O:4], predict the reactants needed to synthesize it. The reactants are: [CH3:1][O:2][C:3]([C:5]1[CH:14]=[CH:13][C:12]2[C:7](=[CH:8][CH:9]=[C:10]([OH:15])[CH:11]=2)[CH:6]=1)=[O:4].C([O-])([O-])=O.[Cs+].[Cs+].Br[CH2:23][C:24]([O:26][CH3:27])=[O:25]. (2) The reactants are: I([O-])(=O)(=O)=[O:2].[Na+].[CH2:7]([CH:10]1[O:15][CH2:14][CH2:13][N:12]([C:16]2[CH:21]=[CH:20][C:19]([N+:22]([O-:24])=[O:23])=[CH:18][CH:17]=2)[C:11]1=[O:25])[CH:8]=C.[BH4-].[Na+]. Given the product [OH:2][CH2:8][CH2:7][CH:10]1[O:15][CH2:14][CH2:13][N:12]([C:16]2[CH:21]=[CH:20][C:19]([N+:22]([O-:24])=[O:23])=[CH:18][CH:17]=2)[C:11]1=[O:25], predict the reactants needed to synthesize it. (3) Given the product [F:6][C:7]1[CH:12]=[C:11]([F:13])[CH:10]=[CH:9][C:8]=1[C:14]1[CH:19]=[CH:18][C:5]2[O:4][C:2](=[O:3])[N:23]([C:24]3[CH:29]=[CH:28][CH:27]=[CH:26][C:25]=3[C:30]([F:31])([F:32])[F:33])[C:21](=[O:22])[C:16]=2[CH:15]=1, predict the reactants needed to synthesize it. The reactants are: Cl[C:2]([O:4][CH3:5])=[O:3].[F:6][C:7]1[CH:12]=[C:11]([F:13])[CH:10]=[CH:9][C:8]=1[C:14]1[CH:19]=[CH:18]C(O)=[C:16]([C:21]([NH:23][C:24]2[CH:29]=[CH:28][CH:27]=[CH:26][C:25]=2[C:30]([F:33])([F:32])[F:31])=[O:22])[CH:15]=1.Cl. (4) The reactants are: Cl[C:2]1[C:7]([N+:8]([O-:10])=[O:9])=[CH:6][CH:5]=[C:4]([Cl:11])[N:3]=1.[CH2:12]([N:14](CC)[CH2:15]C)[CH3:13].C(NC)C. Given the product [Cl:11][C:4]1[N:3]=[C:2]([N:14]([CH2:12][CH3:13])[CH3:15])[C:7]([N+:8]([O-:10])=[O:9])=[CH:6][CH:5]=1, predict the reactants needed to synthesize it. (5) Given the product [N:1]([CH2:4][C:5]([NH:7][CH2:8][OH:9])=[O:6])=[N+:2]=[N-:3], predict the reactants needed to synthesize it. The reactants are: [N:1]([CH2:4][C:5]([NH2:7])=[O:6])=[N+:2]=[N-:3].[CH2:8]=[O:9].[OH-].[K+].Cl. (6) The reactants are: [Si:1]([O:8][CH2:9]/[CH:10]=[CH:11]/[C:12]([OH:14])=O)([C:4]([CH3:7])([CH3:6])[CH3:5])([CH3:3])[CH3:2].C(Cl)(=O)C(C)(C)C.[C:22]1([C@H:28]2[CH2:32][O:31][C:30](=[O:33])[NH:29]2)[CH:27]=[CH:26][CH:25]=[CH:24][CH:23]=1.C([Li])CCC.O1CCNC1=O. Given the product [Si:1]([O:8][CH2:9]/[CH:10]=[CH:11]/[C:12]([N:29]1[C@@H:28]([C:22]2[CH:27]=[CH:26][CH:25]=[CH:24][CH:23]=2)[CH2:32][O:31][C:30]1=[O:33])=[O:14])([C:4]([CH3:5])([CH3:6])[CH3:7])([CH3:2])[CH3:3], predict the reactants needed to synthesize it.